Predict the reaction yield, written as a fraction of the theoretical maximum amount of product (1.0 means a 100% yield; for example, 0.34 means a 34% yield). From a dataset of Reaction yield outcomes from USPTO patents with 853,638 reactions. (1) The reactants are [CH2:1]([C:5]1[CH:14]=[C:13]2[C:8]([CH2:9][CH2:10][C:11](=O)[NH:12]2)=[CH:7][C:6]=1[O:16][CH3:17])[CH:2]([CH3:4])[CH3:3].C[Si]([N-][Si](C)(C)C)(C)C.[Na+].P(Cl)(OCC)(OCC)=O.[N+:37]([CH2:39][C:40]([O:42][CH2:43][CH3:44])=[O:41])#[C-:38].C(O)(=O)CC(CC(O)=O)(C(O)=O)O. The catalyst is C1COCC1. The product is [CH2:1]([C:5]1[CH:14]=[C:13]2[C:8]([CH2:9][CH2:10][C:11]3[N:12]2[CH:38]=[N:37][C:39]=3[C:40]([O:42][CH2:43][CH3:44])=[O:41])=[CH:7][C:6]=1[O:16][CH3:17])[CH:2]([CH3:4])[CH3:3]. The yield is 1.13. (2) The reactants are [CH3:1][N:2]([CH3:6])[CH2:3][CH2:4][OH:5].[H-].[Na+].F[C:10]1[CH:19]=[CH:18][CH:17]=[C:16]2[C:11]=1[C:12]([NH:20][C:21]1[CH:26]=[CH:25][C:24]([OH:27])=[C:23]([O:28][CH3:29])[CH:22]=1)=[N:13][CH:14]=[N:15]2.[Cl-].[NH4+:31]. The catalyst is CC(N(C)C)=O. The product is [CH3:1][N:2]([CH3:6])[CH2:3][CH2:4][O:5][C:10]1[CH:19]=[CH:18][CH:17]=[C:16]2[C:11]=1[C:12]([NH:20][C:21]1[CH:26]=[CH:25][C:24]([O:27][CH2:21][C:22]3[CH:23]=[C:24]([CH3:25])[O:27][N:31]=3)=[C:23]([O:28][CH3:29])[CH:22]=1)=[N:13][CH:14]=[N:15]2. The yield is 0.680. (3) The reactants are [Cl:1][C:2]1[N:10]=[CH:9][C:8]([Cl:11])=[CH:7][C:3]=1[C:4]([OH:6])=[O:5].S(Cl)(Cl)=O.[CH3:16]O. The catalyst is CCOCC. The product is [Cl:1][C:2]1[N:10]=[CH:9][C:8]([Cl:11])=[CH:7][C:3]=1[C:4]([O:6][CH3:16])=[O:5]. The yield is 0.970. (4) The catalyst is C(Cl)Cl. The product is [CH3:26][CH:27]([O:33][C:34]1[C:30]2[C:2](=[CH:3][CH:4]=[CH:32][CH:31]=2)[CH:1]=[CH:6][CH:5]=1)[C:28]#[CH:29]. The yield is 0.720. The reactants are [CH:1]1[CH:6]=[CH:5][C:4](P([C:1]2[CH:6]=[CH:5][CH:4]=[CH:3][CH:2]=2)[C:1]2[CH:6]=[CH:5][CH:4]=[CH:3][CH:2]=2)=[CH:3][CH:2]=1.C(Br)(Br)(Br)Br.[Li][CH2:26][CH2:27][CH2:28][CH3:29].[CH2:30]1[CH2:34][O:33][CH2:32][CH2:31]1. (5) The reactants are [CH3:1][O:2][C:3]1[CH:11]=[C:10]([C:12]([F:15])([F:14])[F:13])[CH:9]=[C:8]([S:16][CH3:17])[C:4]=1[C:5]([OH:7])=O.C(N(CC)C(C)C)(C)C.F[P-](F)(F)(F)(F)F.N1(OC(N(C)C)=[N+](C)C)C2N=CC=CC=2N=N1.[CH3:51][C:52]([O:55][C:56](=[O:64])[NH:57][CH:58]1[CH2:62][CH2:61][CH2:60][CH:59]1[NH2:63])([CH3:54])[CH3:53]. The catalyst is CN(C)C=O. The product is [C:52]([O:55][C:56](=[O:64])[NH:57][CH:58]1[CH2:62][CH2:61][CH2:60][CH:59]1[NH:63][C:5](=[O:7])[C:4]1[C:8]([S:16][CH3:17])=[CH:9][C:10]([C:12]([F:15])([F:14])[F:13])=[CH:11][C:3]=1[O:2][CH3:1])([CH3:54])([CH3:51])[CH3:53]. The yield is 1.00. (6) The reactants are [N+:1]([C:4]1[C:5]([C:15]([O:17]C)=[O:16])=[N:6][N:7]([CH:9]2[CH2:14][CH2:13][CH2:12][CH2:11][O:10]2)[CH:8]=1)([O-:3])=[O:2].Cl. The catalyst is C1COCC1.[OH-].[Na+]. The product is [N+:1]([C:4]1[C:5]([C:15]([OH:17])=[O:16])=[N:6][N:7]([CH:9]2[CH2:14][CH2:13][CH2:12][CH2:11][O:10]2)[CH:8]=1)([O-:3])=[O:2]. The yield is 0.600. (7) The reactants are C(OC(=O)[NH:7][CH2:8][C:9]1[CH:14]=[CH:13][C:12]([N:15]2[C:23]3[C:18](=[CH:19][C:20]([O:24][CH3:25])=[CH:21][CH:22]=3)[C:17]([Cl:26])=[C:16]2[C:27]2[N:31]=[C:30]([CH3:32])[O:29][N:28]=2)=[CH:11][CH:10]=1)(C)(C)C.ClCCl.FC(F)(F)C(O)=O. No catalyst specified. The product is [Cl:26][C:17]1[C:18]2[C:23](=[CH:22][CH:21]=[C:20]([O:24][CH3:25])[CH:19]=2)[N:15]([C:12]2[CH:11]=[CH:10][C:9]([CH2:8][NH2:7])=[CH:14][CH:13]=2)[C:16]=1[C:27]1[N:31]=[C:30]([CH3:32])[O:29][N:28]=1. The yield is 0.670.